Dataset: Catalyst prediction with 721,799 reactions and 888 catalyst types from USPTO. Task: Predict which catalyst facilitates the given reaction. (1) Reactant: Br[C:2]1[CH:3]=[CH:4][N:5]=[C:6]2[C:11]=1[N:10]=[C:9]([O:12][CH3:13])[CH:8]=[CH:7]2.[C:14]([O-])([O-])=O.[K+].[K+].CO[CH2:22][CH2:23]OC. Product: [CH2:13]([O:12][C:9]1[CH:8]=[CH:7][C:6]2[C:11](=[C:2]([CH:22]=[CH2:23])[CH:3]=[CH:4][N:5]=2)[N:10]=1)[CH3:14]. The catalyst class is: 257. (2) Reactant: [Cl:1][C:2]1[N:7]=[CH:6][C:5]2[CH:8]=[N:9][NH:10][C:4]=2[CH:3]=1.[OH-].[K+].[I:13]I. Product: [Cl:1][C:2]1[N:7]=[CH:6][C:5]2[C:8]([I:13])=[N:9][NH:10][C:4]=2[CH:3]=1. The catalyst class is: 9.